This data is from Catalyst prediction with 721,799 reactions and 888 catalyst types from USPTO. The task is: Predict which catalyst facilitates the given reaction. (1) Reactant: [C:1]([O:5][C:6](=[O:24])[NH:7][C:8]1[CH:13]=[CH:12][CH:11]=[C:10]([O:14][C:15]2[CH:16]=[N:17][C:18]([N+:21]([O-])=O)=[CH:19][CH:20]=2)[CH:9]=1)([CH3:4])([CH3:3])[CH3:2].O1CCCC1. Product: [C:1]([O:5][C:6](=[O:24])[NH:7][C:8]1[CH:13]=[CH:12][CH:11]=[C:10]([O:14][C:15]2[CH:16]=[N:17][C:18]([NH2:21])=[CH:19][CH:20]=2)[CH:9]=1)([CH3:4])([CH3:2])[CH3:3]. The catalyst class is: 586. (2) Reactant: C(NC(=O)NC1C=CC(C2N=C(N3CCOC[C@@H]3C)C3CCN(C(OC(C)(C)C)=O)CC=3N=2)=CC=1)C.Cl[C:38]1[N:39]=[C:40]([N:52]2[CH2:57][CH2:56][O:55][CH2:54][C@@H:53]2[CH3:58])[C:41]2[CH2:46][N:45]([C:47]([O:49][CH2:50][CH3:51])=[O:48])[CH2:44][C:42]=2[N:43]=1.[OH:59][CH2:60][C:61]1[CH:66]=[CH:65][C:64]([NH:67][C:68]([NH:70][C:71]2[CH:76]=[CH:75][C:74](B3OC(C)(C)C(C)(C)O3)=[CH:73][CH:72]=2)=[O:69])=[CH:63][CH:62]=1. Product: [OH:59][CH2:60][C:61]1[CH:62]=[CH:63][C:64]([NH:67][C:68](=[O:69])[NH:70][C:71]2[CH:72]=[CH:73][C:74]([C:38]3[N:39]=[C:40]([N:52]4[CH2:57][CH2:56][O:55][CH2:54][C@@H:53]4[CH3:58])[C:41]4[CH2:46][N:45]([C:47]([O:49][CH2:50][CH3:51])=[O:48])[CH2:44][C:42]=4[N:43]=3)=[CH:75][CH:76]=2)=[CH:65][CH:66]=1. The catalyst class is: 140. (3) Reactant: [Br:1][C:2]1[CH:7]=[CH:6][C:5]([C:8]2[CH:13]=[CH:12][C:11]([S:14](Cl)(=[O:16])=[O:15])=[CH:10][CH:9]=2)=[CH:4][CH:3]=1.[F:18][C:19]([F:37])([S:33]([NH2:36])(=[O:35])=[O:34])[C:20]([F:32])([F:31])[C:21]([F:30])([F:29])[C:22]([F:28])([F:27])[S:23]([NH2:26])(=[O:25])=[O:24].C(N([CH2:43][CH3:44])CC)C.[OH-:45].[Na+].[Na][Na]. Product: [Br:1][C:2]1[CH:7]=[CH:6][C:5]([C:8]2[CH:13]=[CH:12][C:11]([S:14]([NH:36][S:33]([C:19]([F:18])([F:37])[C:20]([F:32])([F:31])[C:21]([F:29])([F:30])[C:22]([F:27])([F:28])[S:23]([NH:26][S:14]([C:11]3[CH:12]=[CH:13][C:8]([C:44]4[CH:43]=[CH:7][C:2]([Br:1])=[CH:3][CH:4]=4)=[CH:9][CH:10]=3)(=[O:15])=[O:45])(=[O:24])=[O:25])(=[O:35])=[O:34])(=[O:16])=[O:15])=[CH:10][CH:9]=2)=[CH:4][CH:3]=1. The catalyst class is: 10. (4) Reactant: [N+:1]([C:4]1[CH:9]=[CH:8][C:7]([NH:10][CH2:11][C:12]2[CH:17]=[CH:16][C:15]([F:18])=[CH:14][CH:13]=2)=[C:6]([N+:19]([O-:21])=[O:20])[C:5]=1[NH2:22])([O-])=O.[Cl-].[NH4+].CCN(C(C)C)C(C)C.Cl[C:35]([O:37][CH2:38][CH3:39])=[O:36]. Product: [NH2:22][C:5]1[C:6]([N+:19]([O-:21])=[O:20])=[C:7]([NH:10][CH2:11][C:12]2[CH:17]=[CH:16][C:15]([F:18])=[CH:14][CH:13]=2)[CH:8]=[CH:9][C:4]=1[NH:1][C:35](=[O:36])[O:37][CH2:38][CH3:39]. The catalyst class is: 284. (5) Reactant: [CH2:1]([O:5][C:6]1[CH:18]=[CH:17][C:16]([O:19][CH2:20][CH:21]([CH3:23])[CH3:22])=[CH:15][C:7]=1[C:8]([O:10]CC(C)C)=[O:9])[CH:2]([CH3:4])[CH3:3].[OH-].[Na+].C(Cl)(Cl)Cl.Cl. Product: [CH2:1]([O:5][C:6]1[CH:18]=[CH:17][C:16]([O:19][CH2:20][CH:21]([CH3:23])[CH3:22])=[CH:15][C:7]=1[C:8]([OH:10])=[O:9])[CH:2]([CH3:4])[CH3:3]. The catalyst class is: 40. (6) Reactant: [O:1]=[C:2]1[C@@H:7]([NH:8][C:9](=[O:15])[O:10][C:11]([CH3:14])([CH3:13])[CH3:12])[CH2:6][CH2:5][CH2:4][NH:3]1.[Li+].C[Si]([N-][Si](C)(C)C)(C)C.I[CH2:27][CH3:28]. Product: [CH2:27]([N:3]1[CH2:4][CH2:5][CH2:6][C@H:7]([NH:8][C:9](=[O:15])[O:10][C:11]([CH3:12])([CH3:14])[CH3:13])[C:2]1=[O:1])[CH3:28]. The catalyst class is: 1. (7) Product: [NH2:21][CH:5]([C:4]1[CH:7]=[CH:8][CH:9]=[C:2]([CH3:1])[CH:3]=1)[CH2:11][C:10]([OH:16])=[O:15]. Reactant: [CH3:1][C:2]1[CH:3]=[C:4]([CH:7]=[CH:8][CH:9]=1)[CH:5]=O.[C:10]([OH:16])(=[O:15])[CH2:11]C(O)=O.C([O-])(=O)C.[NH4+:21]. The catalyst class is: 141.